Dataset: Experimentally validated miRNA-target interactions with 360,000+ pairs, plus equal number of negative samples. Task: Binary Classification. Given a miRNA mature sequence and a target amino acid sequence, predict their likelihood of interaction. (1) The miRNA is hsa-miR-4677-5p with sequence UUGUUCUUUGGUCUUUCAGCCA. The protein sequence of the target gene is MAAFAVDPQAPTLGSEPMMLGSPTSPKTGANAQFLPGFLMGDLPAPVTPQPRSISGPSVGVMEMRSPLLAGGSPPQPVVPAHKDKSGAPPVRSIYDDISSPGLGSTPLTSRRQANISLLQSPLVGATTPVPGQSMFSPANIGQPRKTTLSPAQLDPFYTQGDSLTSEDHLDDTWVTVFGFPQASASYILLQFAQYGNILKHVMSNTGNWMHIRYQSKLQARKALSKDGRIFGESIMIGVKPCIDKNVMENSDRGVLSSPSLAFTTPIRTLGTPTQSGSTPRVSTMRPLATAYKASTSDYQ.... Result: 0 (no interaction). (2) The miRNA is hsa-miR-6501-5p with sequence AGUUGCCAGGGCUGCCUUUGGU. The protein sequence of the target gene is MRAAGVGLVDCHCHLSAPDFDRDLDDVLEKAKKANVVALVAVAEHSGEFEKIMQLSERYNGFVLPCLGVHPVQGLPPEDQRSVTLKDLDVALPIIENYKDRLLAIGEVGLDFSPRFAGTGEQKEEQRQVLIRQIQLAKRLNLPVNVHSRSAGRPTINLLQEQGAEKVLLHAFDGRPSVAMEGVRAGYFFSIPPSIIRSGQKQKLVKQLPLTSICLETDSPALGPEKQVRNEPWNISISAEYIAQVKGISVEEVIEVTTQNALKLFPKLRHLLQK. Result: 0 (no interaction). (3) The miRNA is hsa-miR-891a-3p with sequence AGUGGCACAUGUUUGUUGUGAG. The protein sequence of the target gene is MSRVLVPCHVKGSVALQVGDVRTSQGRPGVLVIDVTFPSVAPFELQEITFKNYYTAFLSIRVRQYTSAHTPAKWVTCLRDYCLMPDPHSEEGAQEYVSLFKHQMLCDMARISELRLILRQPSPLWLSFTVEELQIYQQGPKSPSVTFPKWLSHPVPCEQPALLREGLPDPSRVSSEVQQMWALTEMIRASHTSARIGRFDVDGCYDLNLLSYT. Result: 0 (no interaction). (4) The miRNA is hsa-miR-17-5p with sequence CAAAGUGCUUACAGUGCAGGUAG. The protein sequence of the target gene is MGRLASRPLLLALLSLALCRGRVVRVPTATLVRVVGTELVIPCNVSDYDGPSEQNFDWSFSSLGSSFVELASTWEVGFPAQLYQERLQRGEILLRRTANDAVELHIKNVQPSDQGHYKCSTPSTDATVQGNYEDTVQVKVLADSLHVGPSARPPPSLSLREGEPFELRCTAASASPLHTHLALLWEVHRGPARRSVLALTHEGRFHPGLGYEQRYHSGDVRLDTVGSDAYRLSVSRALSADQGSYRCIVSEWIAEQGNWQEIQEKAVEVATVVIQPSVLRAAVPKNVSVAEGKELDLTCN.... Result: 1 (interaction). (5) The miRNA is rno-miR-182 with sequence UUUGGCAAUGGUAGAACUCACACCG. The protein sequence of the target gene is MAQKENAYPWPYGSKTSQSGLNTLSQRVLRKEPATTSALALVNRFNSQSTAAPGQKLAENKSQGSTASQGSQNKQPFTIDNFEIGRPLGKGKFGNVYLAREKKSRFIVALKILFKSQIEKEGVEHQLRREIEIQAHLKHPNILQLYNYFYDQQRIYLILEYAPRGELYKELQKSRTFDEQRTATIMEELSDALTYCHKKKVIHRDIKPENLLLGLQGELKIADFGWSVHAPSLRRKTMCGTLDYLPPEMIEGRMHNEMVDLWCIGVLCYELMVGNPPFESPSHSETYRRIVKVDLKFPSS.... Result: 0 (no interaction). (6) The miRNA is rno-miR-155-5p with sequence UUAAUGCUAAUUGUGAUAGGGGU. The protein sequence of the target gene is MDVHLFDYAEPGNYSDINWPCNSSDCIVVDTVQCPTMPNKNVLLYTLSFIYIFIFVIGMIANSVVVWVNIQAKTTGYDTHCYILNLAIADLWVVITIPVWVVSLVQHNQWPMGELTCKITHLIFSINLFGSIFFLACMSVDRYLSITYFTGTSSYKKKMVRRVVCILVWLLAFFVSLPDTYYLKTVTSASNNETYCRSFYPEHSIKEWLIGMELVSVILGFAVPFTIIAIFYFLLARAMSASGDQEKHSSRKIIFSYVVVFLVCWLPYHFVVLLDIFSILHYIPFTCQLENVLFTALHVT.... Result: 0 (no interaction).